Dataset: Reaction yield outcomes from USPTO patents with 853,638 reactions. Task: Predict the reaction yield, written as a fraction of the theoretical maximum amount of product (1.0 means a 100% yield; for example, 0.34 means a 34% yield). (1) The reactants are C(NC1C=CC(C2C=C3C(CN([C@@H](C(C)C)C(O)=O)C3=O)=CC=2)=CC=1)(=O)C1C=CC=CC=1.[Cl:33][C:34]1[CH:65]=[CH:64][C:37]([C:38]([NH:40][C:41]2[CH:46]=[CH:45][C:44]([C:47]3[CH:55]=[C:54]4[C:50]([CH2:51][N:52]([C:57]5([C:60]([O:62]C)=[O:61])[CH2:59][CH2:58]5)[C:53]4=[O:56])=[CH:49][CH:48]=3)=[CH:43][CH:42]=2)=[O:39])=[CH:36][CH:35]=1. No catalyst specified. The product is [Cl:33][C:34]1[CH:65]=[CH:64][C:37]([C:38]([NH:40][C:41]2[CH:46]=[CH:45][C:44]([C:47]3[CH:55]=[C:54]4[C:50]([CH2:51][N:52]([C:57]5([C:60]([OH:62])=[O:61])[CH2:58][CH2:59]5)[C:53]4=[O:56])=[CH:49][CH:48]=3)=[CH:43][CH:42]=2)=[O:39])=[CH:36][CH:35]=1. The yield is 0.880. (2) The reactants are [Br:1][C:2]1[CH:7]=[CH:6][C:5]([OH:8])=[C:4]([Cl:9])[CH:3]=1.[O:10]1[CH2:15][CH2:14][CH:13](O)[CH2:12][CH2:11]1.C1(P(C2C=CC=CC=2)C2C=CC=CC=2)C=CC=CC=1. The catalyst is C(Cl)Cl. The product is [Br:1][C:2]1[CH:7]=[CH:6][C:5]([O:8][CH:13]2[CH2:14][CH2:15][O:10][CH2:11][CH2:12]2)=[C:4]([Cl:9])[CH:3]=1. The yield is 0.950. (3) The reactants are Cl[C:2]1[CH:7]=[C:6]([C:8]([F:11])([F:10])[F:9])[CH:5]=[C:4]([CH2:12][O:13][CH2:14][C:15]2([C:22]3[CH:27]=[CH:26][C:25]([F:28])=[CH:24][CH:23]=3)[CH2:20][CH2:19][N:18]([CH3:21])[CH2:17][CH2:16]2)[N:3]=1.[CH3:29]B1OB(C)OB(C)O1.[OH-].[K+].C(O)(C(F)(F)F)=O. The catalyst is O1CCCC1.C(OCC)(=O)C. The product is [F:28][C:25]1[CH:26]=[CH:27][C:22]([C:15]2([CH2:14][O:13][CH2:12][C:4]3[CH:5]=[C:6]([C:8]([F:11])([F:10])[F:9])[CH:7]=[C:2]([CH3:29])[N:3]=3)[CH2:20][CH2:19][N:18]([CH3:21])[CH2:17][CH2:16]2)=[CH:23][CH:24]=1. The yield is 0.397. (4) The reactants are [C:1]([C:3]1[CH:4]=[C:5]2[C:9](=[CH:10][CH:11]=1)[NH:8][C:7](=[O:12])[C:6]2(O)[C:13]1[C:14]([O:19][CH2:20][CH3:21])=[N:15][CH:16]=[CH:17][CH:18]=1)#[N:2].N1C=CC=CC=1.S(Cl)([Cl:31])=O.ClCCl.CO. The catalyst is ClCCl. The product is [Cl:31][C:6]1([C:13]2[C:14]([O:19][CH2:20][CH3:21])=[N:15][CH:16]=[CH:17][CH:18]=2)[C:5]2[C:9](=[CH:10][CH:11]=[C:3]([C:1]#[N:2])[CH:4]=2)[NH:8][C:7]1=[O:12]. The yield is 0.890. (5) The reactants are C([O:8][N:9]1[C:15](=[O:16])[N:14]2[CH2:17][C@H:10]1[CH2:11][CH2:12][C@H:13]2[C:18]([NH:20][O:21][CH2:22][CH2:23][NH:24][C:25](=[O:31])[O:26][C:27]([CH3:30])([CH3:29])[CH3:28])=[O:19])C1C=CC=CC=1. The catalyst is CO.[Pd]. The product is [OH:8][N:9]1[C:15](=[O:16])[N:14]2[CH2:17][C@H:10]1[CH2:11][CH2:12][C@H:13]2[C:18]([NH:20][O:21][CH2:22][CH2:23][NH:24][C:25](=[O:31])[O:26][C:27]([CH3:29])([CH3:28])[CH3:30])=[O:19]. The yield is 1.00. (6) The reactants are O.[O:2]=[CH:3][C@@H:4]([C@H:6]([C@@H:8]([C@@H:10]([CH2:12][OH:13])[OH:11])[OH:9])[OH:7])[OH:5].[C:14]([O-:26])(=[O:25])[CH2:15][C:16]([CH2:21][C:22]([O-:24])=[O:23])([C:18]([O-:20])=[O:19])[OH:17].[NH4+:27].[NH4+].[NH4+]. No catalyst specified. The product is [C:14]([O-:26])(=[O:25])[CH2:15][C:16]([CH2:21][C:22]([O-:24])=[O:23])([C:18]([O-:20])=[O:19])[OH:17].[NH4+:27].[NH4+:27].[NH4+:27].[O:2]=[CH:3][C@@H:4]([C@H:6]([C@@H:8]([C@@H:10]([CH2:12][OH:13])[OH:11])[OH:9])[OH:7])[OH:5]. The yield is 0.250. (7) The reactants are [CH2:1]([C:3]1[CH:8]=[C:7]([C:9]([F:18])([C:14]([F:17])([F:16])[F:15])[C:10]([F:13])([F:12])[F:11])[CH:6]=[C:5]([CH3:19])[C:4]=1[NH:20][C:21](=[O:32])[C:22]1[CH:27]=[CH:26][C:25](F)=[C:24]([N+:29]([O-:31])=[O:30])[CH:23]=1)[CH3:2].[NH:33]1[CH:37]=[N:36][CH:35]=[N:34]1.C(=O)([O-])[O-].[K+].[K+]. The catalyst is CN(C)C=O.O. The product is [CH2:1]([C:3]1[CH:8]=[C:7]([C:9]([F:18])([C:10]([F:12])([F:11])[F:13])[C:14]([F:15])([F:17])[F:16])[CH:6]=[C:5]([CH3:19])[C:4]=1[NH:20][C:21](=[O:32])[C:22]1[CH:27]=[CH:26][C:25]([N:33]2[CH:37]=[N:36][CH:35]=[N:34]2)=[C:24]([N+:29]([O-:31])=[O:30])[CH:23]=1)[CH3:2]. The yield is 0.800. (8) The reactants are FC(F)(F)C(O[C:6](=[O:11])[C:7](F)(F)F)=O.[Br:14][C:15]1C(C)=[N+:17]([O-])[CH:18]=[CH:19][CH:20]=1. The catalyst is C(Cl)Cl.C(OCC)(=O)C. The product is [Br:14][C:15]1[C:7]([CH2:6][OH:11])=[N:17][CH:18]=[CH:19][CH:20]=1. The yield is 0.750. (9) The reactants are [F:1][C:2]1([F:29])[CH2:7][CH2:6][CH:5]([CH2:8][NH:9][C:10]([C:12]2[C:20]3[C:15](=[CH:16][CH:17]=[CH:18][C:19]=3[C:21]([F:24])([F:23])[F:22])[N:14]([CH2:25][CH2:26][O:27]C)[CH:13]=2)=[O:11])[CH2:4][CH2:3]1.Cl.N1C=CC=CC=1. No catalyst specified. The product is [F:29][C:2]1([F:1])[CH2:3][CH2:4][CH:5]([CH2:8][NH:9][C:10]([C:12]2[C:20]3[C:15](=[CH:16][CH:17]=[CH:18][C:19]=3[C:21]([F:22])([F:23])[F:24])[N:14]([CH2:25][CH2:26][OH:27])[CH:13]=2)=[O:11])[CH2:6][CH2:7]1. The yield is 0.300.